This data is from Catalyst prediction with 721,799 reactions and 888 catalyst types from USPTO. The task is: Predict which catalyst facilitates the given reaction. (1) Reactant: [CH3:1][C:2]1[NH:3][C:4]2[CH2:5][C:6]([CH3:13])([CH3:12])[CH2:7][C:8](=[O:11])[C:9]=2[CH:10]=1.[Br:14][C:15]1[CH:20]=[CH:19][C:18]([SH:21])=[CH:17][CH:16]=1.II. Product: [Br:14][C:15]1[CH:20]=[CH:19][C:18]([S:21][C:10]2[C:9]3[C:8](=[O:11])[CH2:7][C:6]([CH3:13])([CH3:12])[CH2:5][C:4]=3[NH:3][C:2]=2[CH3:1])=[CH:17][CH:16]=1. The catalyst class is: 9. (2) Reactant: [NH2:1][C:2]1[CH:6]=[C:5]([C:7]2[CH:12]=[CH:11][N:10]=[CH:9][CH:8]=2)[S:4][C:3]=1[C:13]([NH2:15])=[O:14].CO[C:18](OC)([CH3:23])[C:19]([O:21][CH3:22])=[O:20]. Product: [CH3:23][C:18]1([C:19]([O:21][CH3:22])=[O:20])[NH:1][C:2]2[CH:6]=[C:5]([C:7]3[CH:8]=[CH:9][N:10]=[CH:11][CH:12]=3)[S:4][C:3]=2[C:13](=[O:14])[NH:15]1. The catalyst class is: 55. (3) Reactant: [OH-].[K+].COC1C=CC([C:11]2[N:15](C3C=CC=CC=3C)[C:14]([CH3:23])=[C:13]([C:24]([O:26]CC)=[O:25])[CH:12]=2)=CC=1.C1COCC1. Product: [CH3:23][C:14]1[NH:15][CH:11]=[CH:12][C:13]=1[C:24]([OH:26])=[O:25]. The catalyst class is: 72. (4) Reactant: [F:1][C:2]1[CH:21]=[CH:20][C:5]([CH2:6][N:7]([CH2:16][CH:17]([CH3:19])[CH3:18])[S:8]([N:11]2[CH:15]=[CH:14][N:13]=[CH:12]2)(=[O:10])=[O:9])=[CH:4][CH:3]=1.[F:22][C:23]([F:30])([F:29])[S:24]([O:27]C)(=[O:26])=[O:25]. Product: [O-:27][S:24]([C:23]([F:30])([F:29])[F:22])(=[O:26])=[O:25].[F:1][C:2]1[CH:21]=[CH:20][C:5]([CH2:6][N:7]([CH2:16][CH:17]([CH3:19])[CH3:18])[S:8]([N:11]2[CH:15]=[CH:14][N+:13]([CH3:23])=[CH:12]2)(=[O:9])=[O:10])=[CH:4][CH:3]=1. The catalyst class is: 2. (5) Product: [F:1][C:2]1[C:8]([O:9][CH3:10])=[C:7]([O:11][CH3:12])[CH:6]=[CH:5][C:3]=1[NH:4][CH:16]=[C:17]([C:18]([O:20][CH2:21][CH3:22])=[O:19])[C:23]([O:25][CH2:26][CH3:27])=[O:24]. The catalyst class is: 8. Reactant: [F:1][C:2]1[C:8]([O:9][CH3:10])=[C:7]([O:11][CH3:12])[CH:6]=[CH:5][C:3]=1[NH2:4].C(O[CH:16]=[C:17]([C:23]([O:25][CH2:26][CH3:27])=[O:24])[C:18]([O:20][CH2:21][CH3:22])=[O:19])C. (6) Reactant: [NH2:1][C:2]1[N:10]=[C:9](Cl)[N:8]=[C:7]2[C:3]=1[N:4]=[CH:5][N:6]2[C@H:12]1[C@@H:16]2[O:17][C:18]([CH3:21])([CH3:20])[O:19][C@@H:15]2[C@@H:14]([CH2:22][S:23][CH2:24][CH2:25][C@H:26]([NH:31]C(OC(C)(C)C)=O)[C:27]([O:29]C)=[O:28])[O:13]1.[NH2:39][CH2:40][CH2:41][CH2:42][NH2:43]. Product: [NH2:31][C@@H:26]([CH2:25][CH2:24][S:23][CH2:22][C@@H:14]1[C@@H:15]2[C@@H:16]([O:17][C:18]([CH3:21])([CH3:20])[O:19]2)[C@H:12]([N:6]2[CH:5]=[N:4][C:3]3[C:7]2=[N:8][C:9]([NH:39][CH2:40][CH2:41][CH2:42][NH2:43])=[N:10][C:2]=3[NH2:1])[O:13]1)[C:27]([OH:29])=[O:28]. The catalyst class is: 6.